Dataset: Forward reaction prediction with 1.9M reactions from USPTO patents (1976-2016). Task: Predict the product of the given reaction. (1) The product is: [CH3:15][C:4]1[CH:5]=[C:6]([CH2:9][CH:10]=[O:11])[CH:7]=[CH:8][C:3]=1[C:1]#[N:2]. Given the reactants [C:1]([C:3]1[CH:8]=[CH:7][C:6]([CH:9]2[O:11][CH:10]2C([O-])=O)=[CH:5][C:4]=1[CH3:15])#[N:2].CC[O-].[Na+].O, predict the reaction product. (2) Given the reactants [CH3:1][N:2]([CH3:11])[C:3]1[CH:10]=[CH:9][C:6]([CH:7]=O)=[CH:5][CH:4]=1.C(OP([CH2:20][C:21]1[CH:26]=[CH:25][C:24]([N+:27]([O-:29])=[O:28])=[CH:23][CH:22]=1)(=O)OCC)C.O(C)[Na], predict the reaction product. The product is: [CH3:1][N:2]([CH3:11])[C:3]1[CH:10]=[CH:9][C:6]([CH:7]=[CH:20][C:21]2[CH:26]=[CH:25][C:24]([N+:27]([O-:29])=[O:28])=[CH:23][CH:22]=2)=[CH:5][CH:4]=1. (3) Given the reactants [NH2:1][C@H:2]([C:4]([NH:6][CH:7]1[N:13]=[C:12]([C:14]2[CH:19]=[CH:18][CH:17]=[CH:16][CH:15]=2)[C:11]2[CH:20]=[CH:21][CH:22]=[CH:23][C:10]=2[N:9]([CH3:24])[C:8]1=[O:25])=[O:5])[CH3:3].[Cl:26][CH2:27][C:28](Cl)=[O:29], predict the reaction product. The product is: [Cl:26][CH2:27][C:28]([NH:1][C@H:2]([C:4]([NH:6][CH:7]1[N:13]=[C:12]([C:14]2[CH:19]=[CH:18][CH:17]=[CH:16][CH:15]=2)[C:11]2[CH:20]=[CH:21][CH:22]=[CH:23][C:10]=2[N:9]([CH3:24])[C:8]1=[O:25])=[O:5])[CH3:3])=[O:29]. (4) The product is: [CH2:1]([N:3]1[CH:7]=[C:6]([C:8]([OH:10])=[O:9])[CH:5]=[N:4]1)[CH3:2]. Given the reactants [CH2:1]([N:3]1[CH:7]=[C:6]([C:8]([O:10]CC)=[O:9])[CH:5]=[N:4]1)[CH3:2].[OH-].[Na+].Cl, predict the reaction product. (5) Given the reactants Cl.[CH3:2][O:3][C:4](=[O:24])[CH2:5][C@H:6]1[CH2:11][CH2:10][C@H:9]([C:12]2[CH:17]=[CH:16][C:15]([NH:18][C:19](=[O:23])[CH2:20][CH2:21][NH2:22])=[CH:14][CH:13]=2)[CH2:8][CH2:7]1.CCN=C=NCCCN(C)C.[Cl:36][C:37]1[CH:42]=[CH:41][CH:40]=[CH:39][C:38]=1[C:43]1[O:44][C:45]([CH3:51])=[C:46]([C:48](O)=[O:49])[N:47]=1.C1C=CC2N(O)N=NC=2C=1.C(N(C(C)C)C(C)C)C.C([O-])(O)=O.[Na+], predict the reaction product. The product is: [CH3:2][O:3][C:4](=[O:24])[CH2:5][C@H:6]1[CH2:7][CH2:8][C@H:9]([C:12]2[CH:13]=[CH:14][C:15]([NH:18][C:19](=[O:23])[CH2:20][CH2:21][NH:22][C:48]([C:46]3[N:47]=[C:43]([C:38]4[CH:39]=[CH:40][CH:41]=[CH:42][C:37]=4[Cl:36])[O:44][C:45]=3[CH3:51])=[O:49])=[CH:16][CH:17]=2)[CH2:10][CH2:11]1. (6) Given the reactants Br[C:2]1[CH:3]=[N:4][C:5]([N:8]2[CH2:13][CH2:12][N:11]([C:14]3[C:23]4[C:18](=[CH:19][C:20]([O:26][CH3:27])=[C:21]([O:24][CH3:25])[CH:22]=4)[N:17]=[CH:16][N:15]=3)[CH2:10][CH2:9]2)=[N:6][CH:7]=1.[CH2:28]([OH:35])[C:29]1[CH:34]=[CH:33][CH:32]=[CH:31][CH:30]=1.N1C2C(=CC=C3C=2N=CC=C3)C=CC=1.C(=O)([O-])[O-].[Cs+].[Cs+].N#N, predict the reaction product. The product is: [CH2:28]([O:35][C:2]1[CH:3]=[N:4][C:5]([N:8]2[CH2:13][CH2:12][N:11]([C:14]3[C:23]4[C:18](=[CH:19][C:20]([O:26][CH3:27])=[C:21]([O:24][CH3:25])[CH:22]=4)[N:17]=[CH:16][N:15]=3)[CH2:10][CH2:9]2)=[N:6][CH:7]=1)[C:29]1[CH:34]=[CH:33][CH:32]=[CH:31][CH:30]=1. (7) The product is: [F:35][C:2]([F:1])([F:34])[O:3][C:4]1[CH:9]=[CH:8][C:7]([S:10]([N:13]2[C:19]3[CH:20]=[C:21]([C:40](=[O:43])[CH3:36])[CH:22]=[CH:23][C:18]=3[NH:17][C:16]3[N:26]=[C:27]([C:30]([F:31])([F:32])[F:33])[CH:28]=[CH:29][C:15]=3[CH2:14]2)(=[O:12])=[O:11])=[CH:6][CH:5]=1. Given the reactants [F:1][C:2]([F:35])([F:34])[O:3][C:4]1[CH:9]=[CH:8][C:7]([S:10]([N:13]2[C:19]3[CH:20]=[C:21](C#N)[CH:22]=[CH:23][C:18]=3[NH:17][C:16]3[N:26]=[C:27]([C:30]([F:33])([F:32])[F:31])[CH:28]=[CH:29][C:15]=3[CH2:14]2)(=[O:12])=[O:11])=[CH:6][CH:5]=1.[CH3:36][Mg]Br.Cl.[C:40]([O-:43])(O)=O.[Na+], predict the reaction product. (8) Given the reactants [CH3:1][S:2][C:3]1[N:8]=[CH:7][C:6]([C:9](OC)=[O:10])=[CH:5][N:4]=1.[H-].C([Al+]CC(C)C)C(C)C, predict the reaction product. The product is: [CH3:1][S:2][C:3]1[N:8]=[CH:7][C:6]([CH2:9][OH:10])=[CH:5][N:4]=1. (9) Given the reactants [N:1]([CH2:4][CH2:5][CH2:6][CH2:7][CH2:8][CH2:9][CH2:10][C:11]([OH:13])=O)=[N+:2]=[N-:3].CN(C(ON1N=NC2C=CC=CC1=2)=[N+](C)C)C.[B-](F)(F)(F)F.CCN(C(C)C)C(C)C.[Cl-:45].[CH2:46]([N:48]([CH2:82][CH3:83])[C:49]1[CH:50]=[C:51]2[C:60](=[CH:61][CH:62]=1)[C:59]([C:63]1[CH:68]=[CH:67][CH:66]=[CH:65][C:64]=1[C:69]([N:71]1[CH2:76][CH2:75][NH:74][CH2:73][CH2:72]1)=[O:70])=[C:58]1[C:53](=[CH:54][C:55](=[N+:77]([CH2:80][CH3:81])[CH2:78][CH3:79])[CH:56]=[CH:57]1)[O:52]2)[CH3:47], predict the reaction product. The product is: [Cl-:45].[N:1]([CH2:4][CH2:5][CH2:6][CH2:7][CH2:8][CH2:9][CH2:10][C:11]([N:74]1[CH2:75][CH2:76][N:71]([C:69]([C:64]2[CH:65]=[CH:66][CH:67]=[CH:68][C:63]=2[C:59]2[C:60]3[C:51]([O:52][C:53]4[C:58]=2[CH:57]=[CH:56][C:55](=[N+:77]([CH2:80][CH3:81])[CH2:78][CH3:79])[CH:54]=4)=[CH:50][C:49]([N:48]([CH2:82][CH3:83])[CH2:46][CH3:47])=[CH:62][CH:61]=3)=[O:70])[CH2:72][CH2:73]1)=[O:13])=[N+:2]=[N-:3]. (10) Given the reactants [N+:1]([C:4]1[CH:5]=[C:6]2[C:12]([C:13]3[CH:14]=[C:15]([N:19]4[CH2:24][CH2:23][N:22]([C:25]([O:27][C:28]([CH3:31])([CH3:30])[CH3:29])=[O:26])[CH2:21][CH2:20]4)[CH:16]=[CH:17][CH:18]=3)=[N:11][NH:10][C:7]2=[N:8][CH:9]=1)([O-])=O.[H][H], predict the reaction product. The product is: [NH2:1][C:4]1[CH:5]=[C:6]2[C:12]([C:13]3[CH:14]=[C:15]([N:19]4[CH2:20][CH2:21][N:22]([C:25]([O:27][C:28]([CH3:31])([CH3:30])[CH3:29])=[O:26])[CH2:23][CH2:24]4)[CH:16]=[CH:17][CH:18]=3)=[N:11][NH:10][C:7]2=[N:8][CH:9]=1.